From a dataset of Peptide-MHC class II binding affinity with 134,281 pairs from IEDB. Regression. Given a peptide amino acid sequence and an MHC pseudo amino acid sequence, predict their binding affinity value. This is MHC class II binding data. (1) The binding affinity (normalized) is 0.421. The MHC is HLA-DPA10201-DPB10501 with pseudo-sequence HLA-DPA10201-DPB10501. The peptide sequence is EVIPTAFSIGKTYKP. (2) The peptide sequence is CSNLSTCVLGKLSQE. The MHC is DRB1_0802 with pseudo-sequence DRB1_0802. The binding affinity (normalized) is 0.210. (3) The peptide sequence is IEAAASAIQGNVTSI. The MHC is DRB1_0901 with pseudo-sequence DRB1_0901. The binding affinity (normalized) is 0.528. (4) The peptide sequence is QVPSASMGRDIKVQF. The MHC is DRB1_1201 with pseudo-sequence DRB1_1201. The binding affinity (normalized) is 0.0811. (5) The peptide sequence is AAPAAVAAAGDAAKG. The MHC is DRB1_0401 with pseudo-sequence DRB1_0401. The binding affinity (normalized) is 0.401.